Predict hERG channel inhibition at various concentrations. From a dataset of hERG Central: cardiac toxicity at 1µM, 10µM, and general inhibition. Results: hERG_inhib (hERG inhibition (general)): blocker. The drug is CN(C)CCOc1ccc(NC2c3ccccc3CSc3ccccc32)cc1.O.O=C(O)/C=C\C(=O)O.